From a dataset of Full USPTO retrosynthesis dataset with 1.9M reactions from patents (1976-2016). Predict the reactants needed to synthesize the given product. (1) The reactants are: [CH:1]1([CH:4]([C:11]2[CH:16]=[C:15]([O:17][CH2:18][C:19]3[N:24]=[C:23]([O:25][CH2:26][CH:27]([CH3:29])[CH3:28])[C:22]([C:30]4[CH:35]=[C:34]([O:36][CH3:37])[CH:33]=[CH:32][C:31]=4[F:38])=[CH:21][N:20]=3)[N:14]=[CH:13][N:12]=2)[CH2:5][C:6]([O:8]CC)=[O:7])[CH2:3][CH2:2]1.[OH-].[Na+].Cl. Given the product [CH:1]1([CH:4]([C:11]2[CH:16]=[C:15]([O:17][CH2:18][C:19]3[N:24]=[C:23]([O:25][CH2:26][CH:27]([CH3:29])[CH3:28])[C:22]([C:30]4[CH:35]=[C:34]([O:36][CH3:37])[CH:33]=[CH:32][C:31]=4[F:38])=[CH:21][N:20]=3)[N:14]=[CH:13][N:12]=2)[CH2:5][C:6]([OH:8])=[O:7])[CH2:2][CH2:3]1, predict the reactants needed to synthesize it. (2) Given the product [F:37][C:34]([F:35])([F:36])[C:26]1[CH:25]=[C:24]([CH2:23][O:22][C@@H:10]2[CH2:11][CH2:12][C@@H:13]3[NH:8][C@@:9]2([C:38]2[CH:43]=[CH:42][CH:41]=[CH:40][CH:39]=2)[CH2:15][C@H:14]3[C:16](=[O:21])[N:17]([O:19][CH3:20])[CH3:18])[CH:29]=[C:28]([C:30]([F:33])([F:32])[F:31])[CH:27]=1, predict the reactants needed to synthesize it. The reactants are: C([N:8]1[C@@H:13]2[C@H:14]([C:16](=[O:21])[N:17]([O:19][CH3:20])[CH3:18])[CH2:15][C@@:9]1([C:38]1[CH:43]=[CH:42][CH:41]=[CH:40][CH:39]=1)[C@H:10]([O:22][CH2:23][C:24]1[CH:29]=[C:28]([C:30]([F:33])([F:32])[F:31])[CH:27]=[C:26]([C:34]([F:37])([F:36])[F:35])[CH:25]=1)[CH2:11][CH2:12]2)C1C=CC=CC=1. (3) Given the product [CH3:1][O:2][C:3](=[O:35])[CH2:4][C@H:5]1[C:9]2[CH:10]=[CH:11][C:12]([O:14][C@H:15]3[C:23]4[C:18](=[C:19]([O:25][C:26]5[CH:31]=[CH:30][C:29]([O:32][CH2:39][CH2:38][C:37]([OH:36])([CH3:52])[CH3:51])=[C:28]([C:33]#[N:34])[CH:27]=5)[CH:20]=[CH:21][C:22]=4[F:24])[CH2:17][CH2:16]3)=[CH:13][C:8]=2[O:7][CH2:6]1, predict the reactants needed to synthesize it. The reactants are: [CH3:1][O:2][C:3](=[O:35])[CH2:4][C@H:5]1[C:9]2[CH:10]=[CH:11][C:12]([O:14][C@H:15]3[C:23]4[C:18](=[C:19]([O:25][C:26]5[CH:31]=[CH:30][C:29]([OH:32])=[C:28]([C:33]#[N:34])[CH:27]=5)[CH:20]=[CH:21][C:22]=4[F:24])[CH2:17][CH2:16]3)=[CH:13][C:8]=2[O:7][CH2:6]1.[OH:36][C:37]([CH3:52])([CH3:51])[CH2:38][CH2:39]OS(C1C=CC(C)=CC=1)(=O)=O.